Dataset: NCI-60 drug combinations with 297,098 pairs across 59 cell lines. Task: Regression. Given two drug SMILES strings and cell line genomic features, predict the synergy score measuring deviation from expected non-interaction effect. (1) Drug 1: CC(C1=C(C=CC(=C1Cl)F)Cl)OC2=C(N=CC(=C2)C3=CN(N=C3)C4CCNCC4)N. Drug 2: C1=CC=C(C(=C1)C(C2=CC=C(C=C2)Cl)C(Cl)Cl)Cl. Cell line: LOX IMVI. Synergy scores: CSS=8.95, Synergy_ZIP=-2.67, Synergy_Bliss=0.341, Synergy_Loewe=-13.6, Synergy_HSA=1.97. (2) Drug 1: C1CC(=O)NC(=O)C1N2CC3=C(C2=O)C=CC=C3N. Drug 2: C(CCl)NC(=O)N(CCCl)N=O. Cell line: CCRF-CEM. Synergy scores: CSS=16.4, Synergy_ZIP=-4.45, Synergy_Bliss=0.369, Synergy_Loewe=1.69, Synergy_HSA=2.89. (3) Drug 1: CN(C)C1=NC(=NC(=N1)N(C)C)N(C)C. Drug 2: C1=CC(=CC=C1C#N)C(C2=CC=C(C=C2)C#N)N3C=NC=N3. Cell line: HT29. Synergy scores: CSS=-3.37, Synergy_ZIP=3.47, Synergy_Bliss=-0.168, Synergy_Loewe=-5.12, Synergy_HSA=-6.46. (4) Drug 1: CCC1=CC2CC(C3=C(CN(C2)C1)C4=CC=CC=C4N3)(C5=C(C=C6C(=C5)C78CCN9C7C(C=CC9)(C(C(C8N6C)(C(=O)OC)O)OC(=O)C)CC)OC)C(=O)OC.C(C(C(=O)O)O)(C(=O)O)O. Drug 2: CN1C2=C(C=C(C=C2)N(CCCl)CCCl)N=C1CCCC(=O)O.Cl. Cell line: SF-268. Synergy scores: CSS=29.0, Synergy_ZIP=1.28, Synergy_Bliss=3.16, Synergy_Loewe=-20.2, Synergy_HSA=1.23. (5) Drug 1: CCN(CC)CCCC(C)NC1=C2C=C(C=CC2=NC3=C1C=CC(=C3)Cl)OC. Drug 2: CC1C(C(CC(O1)OC2CC(CC3=C2C(=C4C(=C3O)C(=O)C5=CC=CC=C5C4=O)O)(C(=O)C)O)N)O. Cell line: SNB-19. Synergy scores: CSS=39.1, Synergy_ZIP=-2.66, Synergy_Bliss=-3.74, Synergy_Loewe=-8.05, Synergy_HSA=-1.86. (6) Drug 1: CN(C)N=NC1=C(NC=N1)C(=O)N. Drug 2: N.N.Cl[Pt+2]Cl. Cell line: SN12C. Synergy scores: CSS=-0.415, Synergy_ZIP=-0.360, Synergy_Bliss=-0.765, Synergy_Loewe=-1.51, Synergy_HSA=-1.32. (7) Drug 1: CC1=C2C(C(=O)C3(C(CC4C(C3C(C(C2(C)C)(CC1OC(=O)C(C(C5=CC=CC=C5)NC(=O)C6=CC=CC=C6)O)O)OC(=O)C7=CC=CC=C7)(CO4)OC(=O)C)O)C)OC(=O)C. Drug 2: C1=NC2=C(N1)C(=S)N=CN2. Cell line: MOLT-4. Synergy scores: CSS=73.8, Synergy_ZIP=-1.60, Synergy_Bliss=-1.53, Synergy_Loewe=-1.97, Synergy_HSA=0.679. (8) Cell line: SR. Drug 1: C1=CC(=CC=C1C#N)C(C2=CC=C(C=C2)C#N)N3C=NC=N3. Synergy scores: CSS=26.7, Synergy_ZIP=-3.26, Synergy_Bliss=1.52, Synergy_Loewe=-13.7, Synergy_HSA=-1.83. Drug 2: C1C(C(OC1N2C=NC(=NC2=O)N)CO)O. (9) Drug 1: CC1=C(C(=O)C2=C(C1=O)N3CC4C(C3(C2COC(=O)N)OC)N4)N. Drug 2: C1CN(P(=O)(OC1)NCCCl)CCCl. Cell line: NCI-H322M. Synergy scores: CSS=23.0, Synergy_ZIP=3.36, Synergy_Bliss=8.48, Synergy_Loewe=-17.0, Synergy_HSA=4.16.